From a dataset of Full USPTO retrosynthesis dataset with 1.9M reactions from patents (1976-2016). Predict the reactants needed to synthesize the given product. (1) Given the product [C:10]([O:14][C:15]([N:29]1[CH2:45][CH2:44][CH:43]([CH:47]([OH:46])[C:3]2[S:4][CH:5]=[CH:6][N:7]=2)[CH2:27][CH2:28]1)=[O:16])([CH3:11])([CH3:12])[CH3:13], predict the reactants needed to synthesize it. The reactants are: C[Si](C)(C)[C:3]1[S:4][CH:5]=[CH:6][N:7]=1.[C:10]([O:14][C:15](C1CCC(C=O)CC1)=[O:16])([CH3:13])([CH3:12])[CH3:11].CC[CH2:27][CH2:28][N+:29](CCCC)(CCCC)CCCC.[F-].[CH2:43]1[CH2:47][O:46][CH2:45][CH2:44]1. (2) Given the product [CH:1]([C:4]1[CH:11]=[CH:10][C:19]([C:18]([OH:21])=[O:20])=[C:6]([N+:12]([O-:14])=[O:13])[CH:5]=1)([CH3:3])[CH3:2], predict the reactants needed to synthesize it. The reactants are: [CH:1]([C:4]1[CH:11]=[CH:10]C(C#N)=[C:6]([N+:12]([O-:14])=[O:13])[CH:5]=1)([CH3:3])[CH3:2].[OH-].[Na+].O.[C:18]([OH:21])(=[O:20])[CH3:19]. (3) Given the product [Cl:1][C:2]1[CH:3]=[C:4]([CH3:19])[C:5]([N:8]([CH2:21][CH:20]([CH3:23])[CH3:22])[S:9]([C:12]2[CH:17]=[CH:16][C:15]([F:18])=[CH:14][CH:13]=2)(=[O:10])=[O:11])=[N:6][CH:7]=1, predict the reactants needed to synthesize it. The reactants are: [Cl:1][C:2]1[CH:3]=[C:4]([CH3:19])[C:5]([NH:8][S:9]([C:12]2[CH:17]=[CH:16][C:15]([F:18])=[CH:14][CH:13]=2)(=[O:11])=[O:10])=[N:6][CH:7]=1.[C:20](N=C(N(C)C)N(C)C)([CH3:23])([CH3:22])[CH3:21].BrCC(C)C. (4) Given the product [NH2:27][C:11]1[CH:12]=[C:13]([N:16]([CH3:26])[S:17]([C:20]2[CH:21]=[CH:22][CH:23]=[CH:24][CH:25]=2)(=[O:19])=[O:18])[CH:14]=[CH:15][C:10]=1[NH:9][CH2:8][CH2:7][CH:1]1[CH2:6][CH2:5][CH2:4][CH2:3][CH2:2]1, predict the reactants needed to synthesize it. The reactants are: [CH:1]1([CH2:7][CH2:8][NH:9][C:10]2[CH:15]=[CH:14][C:13]([N:16]([CH3:26])[S:17]([C:20]3[CH:25]=[CH:24][CH:23]=[CH:22][CH:21]=3)(=[O:19])=[O:18])=[CH:12][C:11]=2[N+:27]([O-])=O)[CH2:6][CH2:5][CH2:4][CH2:3][CH2:2]1. (5) The reactants are: [Cl:1][C:2]1[CH:7]=[C:6](Cl)[N:5]=[C:4]([CH3:9])[N:3]=1.[NH3:10]. Given the product [Cl:1][C:2]1[N:3]=[C:4]([CH3:9])[N:5]=[C:6]([NH2:10])[CH:7]=1, predict the reactants needed to synthesize it. (6) The reactants are: O.[Sn](Cl)Cl.[C:5]([C:7]1[N:8]=[CH:9][C:10]([NH:13][C:14]2[CH:19]=[C:18]([NH:20][CH2:21][CH:22]3[CH2:27][CH2:26][N:25]([C:28]([O:30][C:31]([CH3:34])([CH3:33])[CH3:32])=[O:29])[CH2:24][CH2:23]3)[C:17]([N+:35]([O-])=O)=[CH:16][N:15]=2)=[N:11][CH:12]=1)#[N:6]. Given the product [NH2:35][C:17]1[C:18]([NH:20][CH2:21][CH:22]2[CH2:27][CH2:26][N:25]([C:28]([O:30][C:31]([CH3:34])([CH3:33])[CH3:32])=[O:29])[CH2:24][CH2:23]2)=[CH:19][C:14]([NH:13][C:10]2[CH:9]=[N:8][C:7]([C:5]#[N:6])=[CH:12][N:11]=2)=[N:15][CH:16]=1, predict the reactants needed to synthesize it. (7) Given the product [N:1]12[CH2:8][CH2:7][C:4]([CH2:9][NH:10][CH2:11][C:12]3[C:20]4[C:19]([C:21]([O-:23])=[O:22])=[CH:18][CH:17]=[CH:16][C:15]=4[NH:14][N:13]=3)([CH2:5][CH2:6]1)[CH2:3][CH2:2]2.[Li+:27], predict the reactants needed to synthesize it. The reactants are: [N:1]12[CH2:8][CH2:7][C:4]([CH2:9][NH:10][CH2:11][C:12]3[C:20]4[C:19]([C:21]([O:23]C)=[O:22])=[CH:18][CH:17]=[CH:16][C:15]=4[NH:14][N:13]=3)([CH2:5][CH2:6]1)[CH2:3][CH2:2]2.O.[OH-].[Li+:27].